Dataset: Full USPTO retrosynthesis dataset with 1.9M reactions from patents (1976-2016). Task: Predict the reactants needed to synthesize the given product. (1) Given the product [Br:1][C:2]1[CH:3]=[CH:4][C:5]([C:8]2[CH2:12][C@@H:11]([CH2:13][N:15]3[CH2:20][CH2:19][CH2:18][CH2:17][CH2:16]3)[O:10][N:9]=2)=[N:6][CH:7]=1, predict the reactants needed to synthesize it. The reactants are: [Br:1][C:2]1[CH:3]=[CH:4][C:5]([C:8]2[CH2:12][C@@H:11]([CH2:13]Cl)[O:10][N:9]=2)=[N:6][CH:7]=1.[NH:15]1[CH2:20][CH2:19][CH2:18][CH2:17][CH2:16]1.CS(C)=O. (2) Given the product [C:24]([O:28][C:29](=[O:35])[N:30]([CH2:32][CH2:33][NH:34][C:3]([C:5]1[N:6]=[CH:7][C:8]2[C:9](=[O:23])[N:10]([CH2:16][C:17]3[CH:18]=[CH:19][CH:20]=[CH:21][CH:22]=3)[CH:11]=[CH:12][C:13]=2[C:14]=1[OH:15])=[O:4])[CH3:31])([CH3:27])([CH3:25])[CH3:26], predict the reactants needed to synthesize it. The reactants are: CO[C:3]([C:5]1[N:6]=[CH:7][C:8]2[C:9](=[O:23])[N:10]([CH2:16][C:17]3[CH:22]=[CH:21][CH:20]=[CH:19][CH:18]=3)[CH:11]=[CH:12][C:13]=2[C:14]=1[OH:15])=[O:4].[C:24]([O:28][C:29](=[O:35])[N:30]([CH2:32][CH2:33][NH2:34])[CH3:31])([CH3:27])([CH3:26])[CH3:25]. (3) Given the product [Cl:21][C:22]1[C:30]([C:31]([F:33])([F:34])[F:32])=[CH:29][CH:28]=[CH:27][C:23]=1[C:24]([N:9]1[CH2:8][CH2:7][N:6]2[CH:11]=[C:3]([C:2]([F:12])([F:1])[F:13])[N:4]=[C:5]2[CH2:10]1)=[O:25], predict the reactants needed to synthesize it. The reactants are: [F:1][C:2]([F:13])([F:12])[C:3]1[N:4]=[C:5]2[CH2:10][NH:9][CH2:8][CH2:7][N:6]2[CH:11]=1.C(N(CC)CC)C.[Cl:21][C:22]1[C:30]([C:31]([F:34])([F:33])[F:32])=[CH:29][CH:28]=[CH:27][C:23]=1[C:24](Cl)=[O:25]. (4) Given the product [CH3:36][C:10]1[C:11]2[C:16](=[CH:15][C:14]([O:17][CH2:18][CH2:19][C:20]3[S:24][C:23]([C:25]4[CH:30]=[CH:29][C:28]([C:31]([F:32])([F:34])[F:33])=[CH:27][CH:26]=4)=[N:22][C:21]=3[CH3:35])=[CH:13][CH:12]=2)[N:8]([CH2:7][C:6]([OH:37])=[O:5])[CH:9]=1, predict the reactants needed to synthesize it. The reactants are: C([O:5][C:6](=[O:37])[CH2:7][N:8]1[C:16]2[C:11](=[CH:12][CH:13]=[C:14]([O:17][CH2:18][CH2:19][C:20]3[S:24][C:23]([C:25]4[CH:30]=[CH:29][C:28]([C:31]([F:34])([F:33])[F:32])=[CH:27][CH:26]=4)=[N:22][C:21]=3[CH3:35])[CH:15]=2)[C:10]([CH3:36])=[CH:9]1)(C)(C)C.[Li+].[OH-]. (5) The reactants are: [Cl-].[Al+3].[Cl-].[Cl-].C[O:6][C:7]1[CH:12]=[CH:11][C:10]([N:13]2[C:21](=[O:22])[C:20]3[C@@H:19]4[C:23]([CH3:25])([CH3:24])[C@@:16]([CH3:26])([CH2:17][CH2:18]4)[C:15]=3[NH:14]2)=[CH:9][CH:8]=1.O.Cl. Given the product [OH:6][C:7]1[CH:12]=[CH:11][C:10]([N:13]2[C:21](=[O:22])[C:20]3[C@@H:19]4[C:23]([CH3:25])([CH3:24])[C@@:16]([CH3:26])([CH2:17][CH2:18]4)[C:15]=3[NH:14]2)=[CH:9][CH:8]=1, predict the reactants needed to synthesize it. (6) The reactants are: [Cl-].[NH4+].[N-:3]=[N+:4]=[N-:5].[Na+].[NH2:7][C:8]1[CH:24]=[CH:23][CH:22]=[CH:21][C:9]=1[O:10][C:11]1[CH:12]=[C:13]([C:19]#[N:20])[C:14](=[CH:17][CH:18]=1)[C:15]#[N:16]. Given the product [C:19]([C:13]1[CH:12]=[C:11]([CH:18]=[CH:17][C:14]=1[C:15]1[NH:16][N:5]=[N:4][N:3]=1)[O:10][C:9]1[CH:21]=[CH:22][CH:23]=[CH:24][C:8]=1[NH2:7])#[N:20].[C:15]([C:14]1[CH:17]=[CH:18][C:11]([O:10][C:9]2[CH:21]=[CH:22][CH:23]=[CH:24][C:8]=2[NH2:7])=[CH:12][C:13]=1[C:19]1[NH:20][N:5]=[N:4][N:3]=1)#[N:16], predict the reactants needed to synthesize it. (7) Given the product [F:18][C:19]1[CH:20]=[CH:21][C:22]([C:25]2[O:29][N:28]=[C:27]([CH2:30][N:10]3[CH2:9][C@H:8]([C:11]4[CH:12]=[CH:13][CH:14]=[CH:15][CH:16]=4)[NH:7][C:6](=[O:17])[C@@H:5]3[CH2:1][CH:2]([CH3:4])[CH3:3])[CH:26]=2)=[CH:23][CH:24]=1, predict the reactants needed to synthesize it. The reactants are: [CH2:1]([C@@H:5]1[NH:10][CH2:9][C@H:8]([C:11]2[CH:16]=[CH:15][CH:14]=[CH:13][CH:12]=2)[NH:7][C:6]1=[O:17])[CH:2]([CH3:4])[CH3:3].[F:18][C:19]1[CH:24]=[CH:23][C:22]([C:25]2[O:29][N:28]=[C:27]([CH:30]=O)[CH:26]=2)=[CH:21][CH:20]=1.C([C@@H]1N(CC2C=C(C3C=CC=CC=3)ON=2)C[C@H](CC(C)C)NC1=O)C(C)C. (8) Given the product [CH3:23][C:20]1[CH:21]=[CH:22][C:17]([N:7]2[C:15]3[C:10](=[CH:11][CH:12]=[CH:13][CH:14]=3)[CH:9]=[CH:8]2)=[CH:18][CH:19]=1, predict the reactants needed to synthesize it. The reactants are: C([O-])([O-])=O.[Cs+].[Cs+].[NH:7]1[C:15]2[C:10](=[CH:11][CH:12]=[CH:13][CH:14]=2)[CH:9]=[CH:8]1.Cl[C:17]1[CH:22]=[CH:21][C:20]([CH3:23])=[CH:19][CH:18]=1. (9) Given the product [Br:1][C:2]1[N:3]=[C:4]([C:17]([OH:18])([CH3:19])[CH3:16])[CH:5]=[CH:6][C:7]=1[O:8][CH3:9], predict the reactants needed to synthesize it. The reactants are: [Br:1][C:2]1[C:7]([O:8][CH3:9])=[CH:6][CH:5]=[C:4](I)[N:3]=1.C([Li])CCC.[CH3:16][C:17]([CH3:19])=[O:18].O. (10) Given the product [O:29]1[CH2:30][CH2:31][C:32]2[C:24]([O:23][CH2:22][C@@H:20]([OH:19])[CH2:21][N:5]3[CH2:6][CH2:7][CH:2]([C:8]4[S:12][C:11]5[CH:13]=[CH:14][CH:15]=[CH:16][C:10]=5[C:9]=4[CH2:17][CH3:18])[CH2:3][CH2:4]3)=[CH:25][CH:26]=[CH:27][C:28]1=2, predict the reactants needed to synthesize it. The reactants are: O[C:2]1([C:8]2[S:12][C:11]3[CH:13]=[CH:14][CH:15]=[CH:16][C:10]=3[C:9]=2[CH2:17][CH3:18])[CH2:7][CH2:6][NH:5][CH2:4][CH2:3]1.[O:19]1[CH2:21][C@H:20]1[CH2:22][O:23][C:24]1[C:32]2[CH2:31][CH2:30][O:29][C:28]=2[CH:27]=[CH:26][CH:25]=1.